The task is: Predict which catalyst facilitates the given reaction.. This data is from Catalyst prediction with 721,799 reactions and 888 catalyst types from USPTO. (1) Reactant: Cl.[F:2][C:3]1[CH:8]=[C:7]([F:9])[CH:6]=[CH:5][C:4]=1[CH2:10][CH:11]([CH3:23])[CH2:12][O:13][C:14]1[CH:15]=[C:16]2[C:20](=[CH:21][CH:22]=1)[NH:19][CH2:18][CH2:17]2.[C:24]([O:28][C:29]([N:31]([CH2:41][C:42](O)=[O:43])[CH2:32][CH2:33][C:34]([O:36][C:37]([CH3:40])([CH3:39])[CH3:38])=[O:35])=[O:30])([CH3:27])([CH3:26])[CH3:25].CCN=C=NCCCN(C)C.Cl.C1C=CC2N(O)N=NC=2C=1. Product: [C:37]([O:36][C:34](=[O:35])[CH2:33][CH2:32][N:31]([C:29]([O:28][C:24]([CH3:27])([CH3:26])[CH3:25])=[O:30])[CH2:41][C:42]([N:19]1[C:20]2[C:16](=[CH:15][C:14]([O:13][CH2:12][CH:11]([CH3:23])[CH2:10][C:4]3[CH:5]=[CH:6][C:7]([F:9])=[CH:8][C:3]=3[F:2])=[CH:22][CH:21]=2)[CH2:17][CH2:18]1)=[O:43])([CH3:39])([CH3:40])[CH3:38]. The catalyst class is: 399. (2) Reactant: [CH3:1][C:2]([CH3:29])([CH2:6][O:7][C:8]1[CH:13]=[CH:12][C:11]([C:14]2[CH:19]=[CH:18][C:17]([C:20]3[NH:21][CH:22]=[C:23]([C:25]([F:28])([F:27])[F:26])[N:24]=3)=[CH:16][N:15]=2)=[CH:10][CH:9]=1)[C:3]([OH:5])=[O:4].[OH-].[K+:31]. Product: [CH3:1][C:2]([CH3:29])([CH2:6][O:7][C:8]1[CH:9]=[CH:10][C:11]([C:14]2[CH:19]=[CH:18][C:17]([C:20]3[NH:21][CH:22]=[C:23]([C:25]([F:28])([F:26])[F:27])[N:24]=3)=[CH:16][N:15]=2)=[CH:12][CH:13]=1)[C:3]([O-:5])=[O:4].[K+:31]. The catalyst class is: 7.